From a dataset of CYP2C9 inhibition data for predicting drug metabolism from PubChem BioAssay. Regression/Classification. Given a drug SMILES string, predict its absorption, distribution, metabolism, or excretion properties. Task type varies by dataset: regression for continuous measurements (e.g., permeability, clearance, half-life) or binary classification for categorical outcomes (e.g., BBB penetration, CYP inhibition). Dataset: cyp2c9_veith. (1) The molecule is COc1cc(/C=N\NC(=O)C2C(=O)NCC2c2ccccc2)cc(OC)c1O. The result is 0 (non-inhibitor). (2) The molecule is Cc1ccc2occ(/C=C/C(=O)c3ccccc3O)c(=O)c2c1. The result is 0 (non-inhibitor). (3) The compound is CCCCn1c(NCc2ccccc2NS(=O)(=O)c2ccc(C)cc2)nc2ccccc21. The result is 1 (inhibitor). (4) The compound is COc1cccc(-c2nc(NC3CC3)c3ccccc3n2)c1. The result is 0 (non-inhibitor). (5) The compound is O=C(O)/C(Cc1cn[nH]n1)=N\O. The result is 0 (non-inhibitor). (6) The molecule is Cc1cc(C)nc(SCC(=O)N/N=C\c2sccc2C)n1. The result is 0 (non-inhibitor).